This data is from Peptide-MHC class II binding affinity with 134,281 pairs from IEDB. The task is: Regression. Given a peptide amino acid sequence and an MHC pseudo amino acid sequence, predict their binding affinity value. This is MHC class II binding data. The peptide sequence is SGPTFKGKSAWYVDT. The MHC is DRB1_0101 with pseudo-sequence DRB1_0101. The binding affinity (normalized) is 0.711.